The task is: Predict the product of the given reaction.. This data is from Forward reaction prediction with 1.9M reactions from USPTO patents (1976-2016). (1) Given the reactants [F:1][C:2]1[CH:3]=[CH:4][C:5]([CH3:12])=[C:6]([S:8](Cl)(=[O:10])=[O:9])[CH:7]=1.[NH:13]1[CH2:18][CH2:17][NH:16][CH2:15][CH2:14]1.C(N(CC)CC)C, predict the reaction product. The product is: [F:1][C:2]1[CH:3]=[CH:4][C:5]([CH3:12])=[C:6]([S:8]([N:13]2[CH2:18][CH2:17][NH:16][CH2:15][CH2:14]2)(=[O:10])=[O:9])[CH:7]=1. (2) Given the reactants [Br:1][C:2]1[CH:7]=[C:6]([C:8](=[O:23])[CH:9]=[C:10]([C:15]2[CH:20]=[C:19]([Cl:21])[CH:18]=[C:17]([Cl:22])[CH:16]=2)[C:11]([F:14])([F:13])[F:12])[CH:5]=[CH:4][C:3]=1[CH2:24][N:25]1[C:29](=[O:30])[C:28]2=[CH:31][CH:32]=[CH:33][CH:34]=[C:27]2[C:26]1=[O:35].[N+:36]([CH3:39])([O-:38])=[O:37].C1CCN2C(=NCCC2)CC1.O, predict the reaction product. The product is: [Br:1][C:2]1[CH:7]=[C:6]([C:8](=[O:23])[CH2:9][C:10]([C:15]2[CH:20]=[C:19]([Cl:21])[CH:18]=[C:17]([Cl:22])[CH:16]=2)([CH2:39][N+:36]([O-:38])=[O:37])[C:11]([F:14])([F:13])[F:12])[CH:5]=[CH:4][C:3]=1[CH2:24][N:25]1[C:26](=[O:35])[C:27]2=[CH:34][CH:33]=[CH:32][CH:31]=[C:28]2[C:29]1=[O:30].